From a dataset of Full USPTO retrosynthesis dataset with 1.9M reactions from patents (1976-2016). Predict the reactants needed to synthesize the given product. (1) Given the product [NH2:7][C@@H:8]([CH2:9][CH2:10][N:11]1[CH2:14][CH:13]([S:15][C:16]2[CH:17]=[CH:18][C:19]([Cl:22])=[CH:20][CH:21]=2)[CH2:12]1)[CH2:23][OH:24], predict the reactants needed to synthesize it. The reactants are: C(OC(=O)[NH:7][C@H:8]([CH2:23][OH:24])[CH2:9][CH2:10][N:11]1[CH2:14][CH:13]([S:15][C:16]2[CH:21]=[CH:20][C:19]([Cl:22])=[CH:18][CH:17]=2)[CH2:12]1)(C)(C)C.FC(F)(F)C(O)=O. (2) Given the product [Cl:19][C:2]1[C:3]2[N:4]([N:9]=[C:10]([C:12]([O:14][CH2:15][CH3:16])=[O:13])[CH:11]=2)[CH:5]=[C:6]([CH3:8])[N:7]=1, predict the reactants needed to synthesize it. The reactants are: O[C:2]1[C:3]2[N:4]([N:9]=[C:10]([C:12]([O:14][CH2:15][CH3:16])=[O:13])[CH:11]=2)[CH:5]=[C:6]([CH3:8])[N:7]=1.O=P(Cl)(Cl)[Cl:19]. (3) Given the product [N:22]1([CH:12]([NH:9][C:1](=[O:8])[C:2]2[CH:7]=[CH:6][CH:5]=[CH:4][CH:3]=2)[C:11]([CH3:21])([CH3:10])[CH2:14][C:15]2[CH:20]=[CH:19][CH:18]=[CH:17][CH:16]=2)[C:26]2[CH:27]=[CH:28][CH:29]=[CH:30][C:25]=2[N:24]=[N:23]1, predict the reactants needed to synthesize it. The reactants are: [C:1]([NH2:9])(=[O:8])[C:2]1[CH:7]=[CH:6][CH:5]=[CH:4][CH:3]=1.[CH3:10][C:11]([CH3:21])([CH2:14][C:15]1[CH:20]=[CH:19][CH:18]=[CH:17][CH:16]=1)[CH:12]=O.[NH:22]1[C:26]2[CH:27]=[CH:28][CH:29]=[CH:30][C:25]=2[N:24]=[N:23]1. (4) Given the product [CH:34]1[C:33]2[CH:32]([CH2:31][O:30][C:28](=[O:29])[NH:27][C@H:23]([C:24](=[O:25])[NH:10][C:5]3[CH:6]=[CH:7][CH:8]=[C:9]4[C:4]=3[CH:3]=[CH:2][NH:1]4)[CH2:22][CH2:21][CH2:20][CH2:19][NH2:18])[C:44]3[C:39](=[CH:40][CH:41]=[CH:42][CH:43]=3)[C:38]=2[CH:37]=[CH:36][CH:35]=1, predict the reactants needed to synthesize it. The reactants are: [NH:1]1[C:9]2[C:4](=[C:5]([NH2:10])[CH:6]=[CH:7][CH:8]=2)[CH:3]=[CH:2]1.C(OC([NH:18][CH2:19][CH2:20][CH2:21][CH2:22][C@H:23]([NH:27][C:28]([O:30][CH2:31][CH:32]1[C:44]2[CH:43]=[CH:42][CH:41]=[CH:40][C:39]=2[C:38]2[C:33]1=[CH:34][CH:35]=[CH:36][CH:37]=2)=[O:29])[C:24](O)=[O:25])=O)(C)(C)C. (5) Given the product [Si:28]([O:35][CH2:36][C@@H:27]1[CH2:26][C:25]2[C:20](=[CH:21][CH:22]=[CH:23][CH:24]=2)[CH2:19][N:18]1[C:16]([C:4]1[CH:5]=[C:6]([CH:14]=[CH:15][C:3]=1[CH:1]=[O:2])[C:7]([O:9][C:10]([CH3:13])([CH3:12])[CH3:11])=[O:8])=[O:17])([C:31]([CH3:34])([CH3:33])[CH3:32])([CH3:30])[CH3:29], predict the reactants needed to synthesize it. The reactants are: [CH:1]([C:3]1[CH:15]=[CH:14][C:6]([C:7]([O:9][C:10]([CH3:13])([CH3:12])[CH3:11])=[O:8])=[CH:5][C:4]=1[C:16]([N:18]1[CH2:27][CH2:26][C:25]2[C:20](=[CH:21][CH:22]=[CH:23][CH:24]=2)[CH2:19]1)=[O:17])=[O:2].[Si:28]([O:35][CH2:36][C@@H]1CC2C(=CC=CC=2)CN1C(C1C=C(C=CC=1I)C(OC(C)(C)C)=O)=O)([C:31]([CH3:34])([CH3:33])[CH3:32])([CH3:30])[CH3:29]. (6) Given the product [Br:1][C:2]1[CH:3]=[C:4]([S:8]([N:12]2[CH2:17][CH2:16][CH2:15][CH2:14][CH2:13]2)(=[O:10])=[O:9])[CH:5]=[CH:6][CH:7]=1, predict the reactants needed to synthesize it. The reactants are: [Br:1][C:2]1[CH:3]=[C:4]([S:8](Cl)(=[O:10])=[O:9])[CH:5]=[CH:6][CH:7]=1.[NH:12]1[CH2:17][CH2:16][CH2:15][CH2:14][CH2:13]1. (7) Given the product [Br:7][C:8]1[CH:13]=[CH:12][C:11]([C@@H:14]([N:16]=[C:1]=[O:4])[CH3:15])=[CH:10][CH:9]=1, predict the reactants needed to synthesize it. The reactants are: [C:1](=[O:4])(O)[O-].[Na+].O.[Br:7][C:8]1[CH:13]=[CH:12][C:11]([CH:14]([NH2:16])[CH3:15])=[CH:10][CH:9]=1.ClC(Cl)(OC(=O)OC(Cl)(Cl)Cl)Cl. (8) Given the product [C:56]([O:60][C:61]([N:63]1[CH2:67][CH2:66][CH2:65][C@H:64]1[C:68]([NH:26][CH2:27][C:28](=[C:30]1[CH2:35][CH2:34][CH2:33][N:32]([C:36]2[C:45]([O:46][CH3:47])=[C:44]3[C:39]([C:40](=[O:54])[C:41]([C:51]([OH:53])=[O:52])=[CH:42][N:43]3[CH:48]3[CH2:50][CH2:49]3)=[CH:38][C:37]=2[F:55])[CH2:31]1)[F:29])=[O:69])=[O:62])([CH3:59])([CH3:58])[CH3:57], predict the reactants needed to synthesize it. The reactants are: CN(C(ON1N=NC2C=CC=NC1=2)=[N+](C)C)C.F[P-](F)(F)(F)(F)F.Cl.[NH2:26][CH2:27][C:28](=[C:30]1[CH2:35][CH2:34][CH2:33][N:32]([C:36]2[C:45]([O:46][CH3:47])=[C:44]3[C:39]([C:40](=[O:54])[C:41]([C:51]([OH:53])=[O:52])=[CH:42][N:43]3[CH:48]3[CH2:50][CH2:49]3)=[CH:38][C:37]=2[F:55])[CH2:31]1)[F:29].[C:56]([O:60][C:61]([N:63]1[CH2:67][CH2:66][CH2:65][C@H:64]1[C:68](O)=[O:69])=[O:62])([CH3:59])([CH3:58])[CH3:57].CCN(C(C)C)C(C)C. (9) Given the product [F:1][C:2]1[CH:19]=[CH:18][CH:17]=[CH:16][C:3]=1[O:4][C:5]1[N:6]=[CH:7][C:8]([CH2:11][C:12]([Cl:26])=[N:13][OH:14])=[CH:9][CH:10]=1, predict the reactants needed to synthesize it. The reactants are: [F:1][C:2]1[CH:19]=[CH:18][CH:17]=[CH:16][C:3]=1[O:4][C:5]1[CH:10]=[CH:9][C:8]([CH2:11][CH2:12][N+:13]([O-])=[O:14])=[CH:7][N:6]=1.CO.C[O-].[Li+].C(Cl)[Cl:26].